From a dataset of Catalyst prediction with 721,799 reactions and 888 catalyst types from USPTO. Predict which catalyst facilitates the given reaction. (1) Reactant: [OH:1][C:2]([CH2:4][C:5]1[C:6](=[O:17])[CH2:7][CH:8]([O:10]C2CCCCO2)[CH:9]=1)=[O:3].[CH:18]1[C:27]2[C:22](=[CH:23][CH:24]=[CH:25][CH:26]=2)[CH:21]=[CH:20][C:19]=1O.C1(N=C=NC2CCCCC2)CCCCC1. Product: [CH:26]1[C:27]2[C:22](=[CH:21][CH:20]=[CH:19][CH:18]=2)[CH:23]=[CH:24][C:25]=1[O:1][C:2]([CH2:4][C:5]1[C:6](=[O:17])[CH2:7][CH:8]([OH:10])[CH:9]=1)=[O:3]. The catalyst class is: 4. (2) Reactant: [F:1][C:2]1[CH:10]=[CH:9][C:5]([C:6]([OH:8])=[O:7])=[C:4]([C:11]([F:14])([F:13])[F:12])[CH:3]=1.ClC(Cl)(Cl)C(=N)O[C:19]([CH3:22])([CH3:21])[CH3:20].[OH-].[Na+]. Product: [F:1][C:2]1[CH:10]=[CH:9][C:5]([C:6]([O:8][C:19]([CH3:22])([CH3:21])[CH3:20])=[O:7])=[C:4]([C:11]([F:12])([F:13])[F:14])[CH:3]=1. The catalyst class is: 7.